From a dataset of NCI-60 drug combinations with 297,098 pairs across 59 cell lines. Regression. Given two drug SMILES strings and cell line genomic features, predict the synergy score measuring deviation from expected non-interaction effect. Drug 1: CC(C)(C#N)C1=CC(=CC(=C1)CN2C=NC=N2)C(C)(C)C#N. Drug 2: C1CNP(=O)(OC1)N(CCCl)CCCl. Cell line: SK-OV-3. Synergy scores: CSS=-0.0260, Synergy_ZIP=-1.26, Synergy_Bliss=-4.04, Synergy_Loewe=-1.06, Synergy_HSA=-3.62.